From a dataset of Forward reaction prediction with 1.9M reactions from USPTO patents (1976-2016). Predict the product of the given reaction. Given the reactants [Cl:1][C:2]1[N:7]=[C:6]([N:8](C(OC(C)(C)C)=O)[N:9](C(OC(C)(C)C)=O)C(OC(C)(C)C)=O)[C:5]([F:31])=[C:4]([NH:32][CH:33]2[CH2:38][CH2:37][O:36][CH2:35][CH2:34]2)[N:3]=1.Cl, predict the reaction product. The product is: [Cl:1][C:2]1[NH:3][C:4]([NH:32][CH:33]2[CH2:38][CH2:37][O:36][CH2:35][CH2:34]2)=[C:5]([F:31])[C:6](=[N:8][NH2:9])[N:7]=1.